The task is: Predict the product of the given reaction.. This data is from Forward reaction prediction with 1.9M reactions from USPTO patents (1976-2016). (1) The product is: [CH2:1]([C:8]1[S:9][C:10]([C:16]2[CH:17]=[CH:18][N:19]=[C:14]([Cl:13])[N:15]=2)=[CH:11][CH:12]=1)[C:2]1[CH:7]=[CH:6][CH:5]=[CH:4][CH:3]=1. Given the reactants [CH2:1]([C:8]1[S:9][CH:10]=[CH:11][CH:12]=1)[C:2]1[CH:7]=[CH:6][CH:5]=[CH:4][CH:3]=1.[Cl:13][C:14]1[N:19]=[CH:18][CH:17]=[CH:16][N:15]=1, predict the reaction product. (2) Given the reactants CS([O:5][CH2:6][C@@H:7]1[O:11][C:10](=[O:12])[N:9]([C:13]2[CH:18]=[CH:17][C:16]([Cl:19])=[CH:15][CH:14]=2)[C@H:8]1[C:20]1[CH:25]=[C:24]([F:26])[CH:23]=[C:22]([F:27])[CH:21]=1)(=O)=O.[Cl:28][C:29]1[CH:30]=[CH:31][C:32](O)=[N:33][CH:34]=1.C([O-])([O-])=O.[K+].[K+], predict the reaction product. The product is: [Cl:19][C:16]1[CH:17]=[CH:18][C:13]([N:9]2[C@@H:8]([C:20]3[CH:25]=[C:24]([F:26])[CH:23]=[C:22]([F:27])[CH:21]=3)[C@H:7]([CH2:6][O:5][C:32]3[CH:31]=[CH:30][C:29]([Cl:28])=[CH:34][N:33]=3)[O:11][C:10]2=[O:12])=[CH:14][CH:15]=1. (3) Given the reactants [CH2:1]([O:3][C:4](=[O:13])[CH2:5][C:6]1[CH:11]=[CH:10][C:9]([SH:12])=[CH:8][CH:7]=1)[CH3:2].C(=O)([O-])[O-].[K+].[K+].Cl[CH2:21][C:22](=[O:24])[CH3:23], predict the reaction product. The product is: [CH2:1]([O:3][C:4](=[O:13])[CH2:5][C:6]1[CH:11]=[CH:10][C:9]([S:12][CH2:21][C:22](=[O:24])[CH3:23])=[CH:8][CH:7]=1)[CH3:2]. (4) Given the reactants [NH2:1][C:2]1[CH:7]=[CH:6][CH:5]=[CH:4][C:3]=1[SH:8].[C:9](N1C=CN=C1)(N1C=CN=C1)=[O:10].Cl, predict the reaction product. The product is: [S:8]1[C:3]2[CH:4]=[CH:5][CH:6]=[CH:7][C:2]=2[NH:1][C:9]1=[O:10]. (5) Given the reactants [CH3:1][CH:2]([OH:4])[CH3:3].N1C=CC=CC=1.[O:11]=[C:12]1[CH2:20][C:19]2[C:14](=[CH:15][CH:16]=[C:17]([S:21](Cl)(=[O:23])=[O:22])[CH:18]=2)[NH:13]1, predict the reaction product. The product is: [CH:2]([O:4][S:21]([C:17]1[CH:18]=[C:19]2[C:14](=[CH:15][CH:16]=1)[NH:13][C:12](=[O:11])[CH2:20]2)(=[O:22])=[O:23])([CH3:3])[CH3:1]. (6) Given the reactants Cl[C:2]1[C:11]2[C:6](=[CH:7][CH:8]=[CH:9][CH:10]=2)[C:5]([NH:12][C:13]2[CH:18]=[CH:17][C:16]([O:19][C:20]3[C:25]([C:26]4[CH:31]=[CH:30][N:29]=[C:28]([NH:32][CH3:33])[N:27]=4)=[CH:24][CH:23]=[CH:22][N:21]=3)=[CH:15][CH:14]=2)=[N:4][N:3]=1.[NH:34]1[CH2:39][CH2:38][O:37][CH2:36][CH2:35]1, predict the reaction product. The product is: [CH3:33][NH:32][C:28]1[N:27]=[C:26]([C:25]2[C:20]([O:19][C:16]3[CH:17]=[CH:18][C:13]([NH:12][C:5]4[C:6]5[C:11](=[CH:10][CH:9]=[CH:8][CH:7]=5)[C:2]([N:34]5[CH2:39][CH2:38][O:37][CH2:36][CH2:35]5)=[N:3][N:4]=4)=[CH:14][CH:15]=3)=[N:21][CH:22]=[CH:23][CH:24]=2)[CH:31]=[CH:30][N:29]=1. (7) Given the reactants [C:1]([O:5][C:6](=[O:18])[NH:7][C:8]1[CH:13]=[CH:12][C:11](I)=[CH:10][C:9]=1[N+:15]([O-:17])=[O:16])([CH3:4])([CH3:3])[CH3:2].[F:19][C:20]1[CH:25]=[CH:24][C:23](B(O)O)=[C:22]([CH3:29])[CH:21]=1, predict the reaction product. The product is: [C:1]([O:5][C:6](=[O:18])[NH:7][C:8]1[CH:13]=[CH:12][C:11]([C:23]2[CH:24]=[CH:25][C:20]([F:19])=[CH:21][C:22]=2[CH3:29])=[CH:10][C:9]=1[N+:15]([O-:17])=[O:16])([CH3:4])([CH3:3])[CH3:2].